From a dataset of Reaction yield outcomes from USPTO patents with 853,638 reactions. Predict the reaction yield, written as a fraction of the theoretical maximum amount of product (1.0 means a 100% yield; for example, 0.34 means a 34% yield). (1) The reactants are Cl[C:2]1[C:3]2[C:4](=[C:8]([C:18]3[CH:23]=[CH:22][C:21]([Cl:24])=[CH:20][CH:19]=3)[N:9]([C:11]3[CH:16]=[CH:15][CH:14]=[CH:13][C:12]=3[Cl:17])[N:10]=2)[N:5]=[CH:6][N:7]=1.[NH:25]1[CH2:29][CH2:28][CH2:27][CH2:26]1.C(OCC)(=O)C.CCCCCC. The catalyst is C(O)C. The product is [Cl:24][C:21]1[CH:20]=[CH:19][C:18]([C:8]2[N:9]([C:11]3[CH:16]=[CH:15][CH:14]=[CH:13][C:12]=3[Cl:17])[N:10]=[C:3]3[C:2]([N:25]4[CH2:29][CH2:28][CH2:27][CH2:26]4)=[N:7][CH:6]=[N:5][C:4]=23)=[CH:23][CH:22]=1. The yield is 0.382. (2) The reactants are C[O:2][C:3]1[CH:4]=[C:5]2[C:10](=[CH:11][CH:12]=1)[C:9](=[O:13])[CH2:8][CH2:7][C:6]2([CH3:15])[CH3:14]. The catalyst is B(Br)(Br)Br. The product is [OH:2][C:3]1[CH:4]=[C:5]2[C:10](=[CH:11][CH:12]=1)[C:9](=[O:13])[CH2:8][CH2:7][C:6]2([CH3:15])[CH3:14]. The yield is 0.520. (3) The reactants are [NH:1]([C:3]1[CH:4]=[C:5]([CH:9]=[CH:10][CH:11]=1)[C:6]([OH:8])=[O:7])[NH2:2].[F:12][C:13]1[CH:20]=[CH:19][C:18]([I:21])=[CH:17][C:14]=1[CH:15]=O.C(=O)([O-])[O-].[Cs+].[Cs+].Cl. The catalyst is CN(C=O)C.O. The product is [F:12][C:13]1[CH:20]=[CH:19][C:18]([I:21])=[CH:17][C:14]=1[CH:15]=[N:2][NH:1][C:3]1[CH:4]=[C:5]([CH:9]=[CH:10][CH:11]=1)[C:6]([OH:8])=[O:7]. The yield is 0.980. (4) The reactants are C(OC([N:8]1[CH2:13][CH2:12][CH2:11][C:10]([C:16]2[N:17]([CH3:43])[C:18]3[C:23]([N:24]=2)=[C:22]([N:25]2[CH2:30][CH2:29][O:28][CH2:27][CH2:26]2)[N:21]=[C:20]([N:31]2[C:35]4[CH:36]=[CH:37][CH:38]=[CH:39][C:34]=4[N:33]=[C:32]2[CH:40]([CH3:42])[CH3:41])[N:19]=3)([O:14][CH3:15])[CH2:9]1)=O)(C)(C)C.Cl. The catalyst is C(Cl)Cl.O1CCOCC1.CO. The product is [CH:40]([C:32]1[N:31]([C:20]2[N:19]=[C:18]3[C:23]([N:24]=[C:16]([C:10]4([O:14][CH3:15])[CH2:11][CH2:12][CH2:13][NH:8][CH2:9]4)[N:17]3[CH3:43])=[C:22]([N:25]3[CH2:26][CH2:27][O:28][CH2:29][CH2:30]3)[N:21]=2)[C:35]2[CH:36]=[CH:37][CH:38]=[CH:39][C:34]=2[N:33]=1)([CH3:42])[CH3:41]. The yield is 0.890. (5) The reactants are [N+:1]([C:4]1[CH:5]=[C:6]2[C:11](=[CH:12][CH:13]=1)[NH:10][C:9](=[O:14])[CH2:8][CH2:7]2)([O-:3])=[O:2].Cl.Cl[CH2:17][CH2:18][N:19]1[CH2:24][CH2:23][O:22][CH2:21][CH2:20]1.[I-].[Na+].C(=O)([O-])[O-].[K+].[K+]. The catalyst is CN(C=O)C.O. The product is [O:22]1[CH2:23][CH2:24][N:19]([CH2:18][CH2:17][N:10]2[C:11]3[C:6](=[CH:5][C:4]([N+:1]([O-:3])=[O:2])=[CH:13][CH:12]=3)[CH2:7][CH2:8][C:9]2=[O:14])[CH2:20][CH2:21]1. The yield is 0.580. (6) The reactants are [S:1]1[CH:5]=[CH:4][CH:3]=[C:2]1[C:6]1[CH:7]=[C:8]2[C:12](=[CH:13][CH:14]=1)[NH:11][N:10]=[C:9]2[NH2:15].[C:16](N1C=CC=CC1=O)([N:18]1C=CC=CC1=O)=[S:17].N.O. The catalyst is O1CCCC1. The product is [S:1]1[CH:5]=[CH:4][CH:3]=[C:2]1[C:6]1[CH:7]=[C:8]2[C:12](=[CH:13][CH:14]=1)[NH:11][N:10]=[C:9]2[NH:15][C:16]([NH2:18])=[S:17]. The yield is 0.750. (7) The catalyst is O. The yield is 0.930. The reactants are [Cl:1][C:2]1[CH:10]=[CH:9][C:8]([NH:11][S:12]([C:15]2[S:16][CH:17]=[CH:18][CH:19]=2)(=[O:14])=[O:13])=[C:7]2[C:3]=1[CH:4]=[C:5]([C:23]([O:25][CH2:26][CH3:27])=[O:24])[N:6]2[CH2:20][O:21][CH3:22].CI.[C:30](=O)([O-])[O-].[K+].[K+].CN(C)C=O. The product is [Cl:1][C:2]1[CH:10]=[CH:9][C:8]([N:11]([CH3:30])[S:12]([C:15]2[S:16][CH:17]=[CH:18][CH:19]=2)(=[O:14])=[O:13])=[C:7]2[C:3]=1[CH:4]=[C:5]([C:23]([O:25][CH2:26][CH3:27])=[O:24])[N:6]2[CH2:20][O:21][CH3:22]. (8) The reactants are [H-].[H-].[H-].[H-].[Li+].[Al+3].[Al+3].[Cl-].[Cl-].[Cl-].[Br:11][C:12]1[CH:13]=[CH:14][C:15]([O:29][CH3:30])=[C:16]2[C:20]=1[N:19]([CH3:21])[CH:18]=[C:17]2[C:22](=[O:28])[C:23]([N:25]([CH3:27])[CH3:26])=O. The catalyst is C1COCC1. The product is [Br:11][C:12]1[CH:13]=[CH:14][C:15]([O:29][CH3:30])=[C:16]2[C:20]=1[N:19]([CH3:21])[CH:18]=[C:17]2[CH:22]([OH:28])[CH2:23][N:25]([CH3:26])[CH3:27]. The yield is 0.900.